From a dataset of Full USPTO retrosynthesis dataset with 1.9M reactions from patents (1976-2016). Predict the reactants needed to synthesize the given product. (1) Given the product [C:1]([O:5][C@@H:6]([C:12]1[C:13]([CH3:30])=[N:14][C:15]2[N:16]([N:24]=[C:25]([C:27](=[O:28])[NH:35][CH2:34][CH2:33][C:32]([CH3:37])([CH3:36])[CH3:31])[CH:26]=2)[C:17]=1/[CH:18]=[CH:19]/[CH2:20][CH:21]([CH3:23])[CH3:22])[C:7]([OH:9])=[O:8])([CH3:2])([CH3:3])[CH3:4], predict the reactants needed to synthesize it. The reactants are: [C:1]([O:5][C@@H:6]([C:12]1[C:13]([CH3:30])=[N:14][C:15]2[N:16]([N:24]=[C:25]([C:27](O)=[O:28])[CH:26]=2)[C:17]=1/[CH:18]=[CH:19]/[CH2:20][CH:21]([CH3:23])[CH3:22])[C:7]([O:9]CC)=[O:8])([CH3:4])([CH3:3])[CH3:2].[CH3:31][C:32]([CH3:37])([CH3:36])[CH2:33][CH2:34][NH2:35].CCN(C(C)C)C(C)C.CN(C(ON1N=NC2C=CC=NC1=2)=[N+](C)C)C.F[P-](F)(F)(F)(F)F.[OH-].[Na+]. (2) Given the product [O:24]=[S:16]1(=[O:25])[C:17]2[CH:23]=[CH:22][CH:21]=[CH:20][C:18]=2[CH2:19][N:13]([C:4]2[CH:3]=[C:2]([NH:32][CH:28]3[CH2:29][CH2:30][CH2:31][CH:26]([NH2:33])[CH2:27]3)[C:11]3[C:6](=[CH:7][CH:8]=[C:9]([CH3:12])[CH:10]=3)[N:5]=2)[CH2:14][CH2:15]1, predict the reactants needed to synthesize it. The reactants are: Cl[C:2]1[C:11]2[C:6](=[CH:7][CH:8]=[C:9]([CH3:12])[CH:10]=2)[N:5]=[C:4]([N:13]2[CH2:19][C:18]3[CH:20]=[CH:21][CH:22]=[CH:23][C:17]=3[S:16](=[O:25])(=[O:24])[CH2:15][CH2:14]2)[CH:3]=1.[CH:26]1([NH2:33])[CH2:31][CH2:30][CH2:29][CH:28]([NH2:32])[CH2:27]1. (3) Given the product [CH3:1][O:2][CH2:20][C:13]1[CH:12]=[C:11]([C:8]([OH:10])=[O:9])[C:16]([C:17]([OH:19])=[O:18])=[N:15][CH:14]=1, predict the reactants needed to synthesize it. The reactants are: [CH3:1][O-:2].[Na+].O.[OH-].[Na+].[Br-].[C:8]([C:11]1[CH:12]=[C:13]([CH2:20][N+](C)(C)C)[CH:14]=[N:15][C:16]=1[C:17]([OH:19])=[O:18])([OH:10])=[O:9]. (4) Given the product [C:26]([CH:23]1[CH2:22][CH2:21][N:20]([CH2:19][C:18]([C:6]2[C:5]3[C:9](=[CH:10][C:2]([NH:1][S:40]([CH3:39])(=[O:42])=[O:41])=[CH:3][CH:4]=3)[N:8]([CH2:11][C:12]3[CH:13]=[CH:14][CH:15]=[CH:16][CH:17]=3)[CH:7]=2)([OH:38])[C:34]([F:37])([F:36])[F:35])[CH2:25][CH2:24]1)(=[O:27])[C:28]1[CH:29]=[CH:30][CH:31]=[CH:32][CH:33]=1, predict the reactants needed to synthesize it. The reactants are: [NH2:1][C:2]1[CH:10]=[C:9]2[C:5]([C:6]([C:18]([OH:38])([C:34]([F:37])([F:36])[F:35])[CH2:19][N:20]3[CH2:25][CH2:24][CH:23]([C:26]([C:28]4[CH:33]=[CH:32][CH:31]=[CH:30][CH:29]=4)=[O:27])[CH2:22][CH2:21]3)=[CH:7][N:8]2[CH2:11][C:12]2[CH:17]=[CH:16][CH:15]=[CH:14][CH:13]=2)=[CH:4][CH:3]=1.[CH3:39][S:40](Cl)(=[O:42])=[O:41].[Cl-].[NH4+].